Dataset: Full USPTO retrosynthesis dataset with 1.9M reactions from patents (1976-2016). Task: Predict the reactants needed to synthesize the given product. (1) Given the product [Cl:1][C:2]1[N:10]=[C:9]([Cl:11])[CH:8]=[CH:7][C:3]=1[C:4]([N:14]([O:15][CH3:16])[CH3:13])=[O:5], predict the reactants needed to synthesize it. The reactants are: [Cl:1][C:2]1[N:10]=[C:9]([Cl:11])[CH:8]=[CH:7][C:3]=1[C:4](O)=[O:5].Cl.[CH3:13][NH:14][O:15][CH3:16].C(N(CC)CC)C.Cl.C(N=C=NCCCN(C)C)C. (2) Given the product [NH2:37][C:38]1[N:46]=[CH:45][N:44]=[C:43]2[C:39]=1[N:40]([C:54]1[CH:59]=[CH:58][C:57]([O:60][C:61]3[CH:66]=[CH:65][CH:64]=[CH:63][CH:62]=3)=[CH:56][CH:55]=1)[C:41](=[O:53])[N:42]2[CH2:47][C@@H:48]1[CH2:52][CH2:51][CH2:50][N:49]1[C:4]([C:3](=[CH:7][C:8]([CH3:11])([CH3:10])[CH3:9])[C:1]#[N:2])=[O:6], predict the reactants needed to synthesize it. The reactants are: [C:1]([C:3](=[CH:7][C:8]([CH3:11])([CH3:10])[CH3:9])[C:4]([OH:6])=O)#[N:2].CN(C(ON1N=NC2C=CC=NC1=2)=[N+](C)C)C.F[P-](F)(F)(F)(F)F.Cl.[NH2:37][C:38]1[N:46]=[CH:45][N:44]=[C:43]2[C:39]=1[N:40]([C:54]1[CH:59]=[CH:58][C:57]([O:60][C:61]3[CH:66]=[CH:65][CH:64]=[CH:63][CH:62]=3)=[CH:56][CH:55]=1)[C:41](=[O:53])[N:42]2[CH2:47][C@@H:48]1[CH2:52][CH2:51][CH2:50][NH:49]1.CCN(C(C)C)C(C)C. (3) Given the product [CH2:1]1[CH:5]2[C:6]3[C:7]([CH:3]([CH2:4]2)[CH2:2]1)=[N:22][C:14]([NH2:15])=[N:18][CH:20]=3, predict the reactants needed to synthesize it. The reactants are: [CH2:1]1[CH:5]2[CH2:6][C:7](=O)[CH:3]([CH2:4]2)[CH2:2]1.C(O[CH:14]([N:18]([CH3:20])C)[N:15](C)C)(C)(C)C.Cl.[NH2:22]C(N)=N.[Na]. (4) The reactants are: [CH2:1]([C:3]1[NH:4][C:5]2[C:10]([CH:11]=1)=[C:9]([C:12]([F:15])([F:14])[F:13])[C:8]([C:16]#[N:17])=[CH:7][CH:6]=2)[CH3:2].Br[CH2:19][C:20]([NH2:22])=[O:21]. Given the product [C:16]([C:8]1[C:9]([C:12]([F:15])([F:13])[F:14])=[C:10]2[C:5](=[CH:6][CH:7]=1)[N:4]([CH2:19][C:20]([NH2:22])=[O:21])[C:3]([CH2:1][CH3:2])=[CH:11]2)#[N:17], predict the reactants needed to synthesize it. (5) Given the product [F:18][C:15]1[CH:16]=[CH:17][C:12]([CH2:11][CH2:10][CH2:9][NH:8][CH2:19][C@@H:20]2[CH2:25][CH2:24][CH2:23][CH2:22][C@H:21]2[NH:26][C:27]([NH:29][C:30]2[CH:35]=[CH:34][CH:33]=[C:32]([C:36]3[N:40]([CH3:41])[N:39]=[N:38][N:37]=3)[CH:31]=2)=[O:28])=[CH:13][CH:14]=1, predict the reactants needed to synthesize it. The reactants are: C(OC([N:8]([CH2:19][C@@H:20]1[CH2:25][CH2:24][CH2:23][CH2:22][C@H:21]1[NH:26][C:27]([NH:29][C:30]1[CH:35]=[CH:34][CH:33]=[C:32]([C:36]2[N:40]([CH3:41])[N:39]=[N:38][N:37]=2)[CH:31]=1)=[O:28])[CH2:9][CH2:10][CH2:11][C:12]1[CH:17]=[CH:16][C:15]([F:18])=[CH:14][CH:13]=1)=O)(C)(C)C.Cl.